This data is from Reaction yield outcomes from USPTO patents with 853,638 reactions. The task is: Predict the reaction yield, written as a fraction of the theoretical maximum amount of product (1.0 means a 100% yield; for example, 0.34 means a 34% yield). (1) The reactants are [CH3:1][C:2]1([CH3:17])[C:6]([CH3:8])([CH3:7])[O:5][B:4]([C:9]2[CH:10]=[C:11]([CH:15]=[O:16])[CH:12]=[N:13][CH:14]=2)[O:3]1.CNC. No catalyst specified. The product is [CH3:7][C:6]1([CH3:8])[C:2]([CH3:1])([CH3:17])[O:3][B:4]([C:9]2[CH:10]=[C:11]([CH2:15][OH:16])[CH:12]=[N:13][CH:14]=2)[O:5]1. The yield is 0.800. (2) The reactants are [OH:1][C:2]1[CH:17]=[CH:16][C:5]([CH:6]=[C:7]([C:12]([O:14][CH3:15])=[O:13])[C:8]([O:10][CH3:11])=[O:9])=[CH:4][CH:3]=1. The catalyst is CO.[Pd]. The product is [OH:1][C:2]1[CH:3]=[CH:4][C:5]([CH2:6][CH:7]([C:8]([O:10][CH3:11])=[O:9])[C:12]([O:14][CH3:15])=[O:13])=[CH:16][CH:17]=1. The yield is 0.990. (3) The reactants are [F:1][C:2]1([F:28])[CH2:7][CH2:6][N:5]([C@H](C2C=CC=CC=2)C)[CH:4]([CH2:16][N:17]2[C:25](=[O:26])[C:24]3[C:19](=[CH:20][CH:21]=[CH:22][CH:23]=3)[C:18]2=[O:27])[CH2:3]1. The catalyst is C(O)(=O)C.[Pd]. The product is [F:28][C:2]1([F:1])[CH2:7][CH2:6][NH:5][CH:4]([CH2:16][N:17]2[C:18](=[O:27])[C:19]3[C:24](=[CH:23][CH:22]=[CH:21][CH:20]=3)[C:25]2=[O:26])[CH2:3]1. The yield is 0.900. (4) The reactants are [Cl:1][C:2]1[CH:3]=[C:4]2[C:8](=[CH:9][CH:10]=1)[N:7]([C:11]1[CH:16]=[CH:15][CH:14]=[C:13]([C:17]([F:20])([F:19])[F:18])[CH:12]=1)[C:6]([CH:21]([NH:28][C:29]1[CH:34]=[CH:33][C:32]([C:35]([NH:37][CH2:38][CH2:39][C:40]([O:42]CC)=[O:41])=[O:36])=[CH:31][CH:30]=1)[CH2:22][CH2:23][CH2:24][CH2:25][CH2:26][CH3:27])=[CH:5]2.O1CCCC1.[OH-].[Na+]. The catalyst is C(O)C. The product is [Cl:1][C:2]1[CH:3]=[C:4]2[C:8](=[CH:9][CH:10]=1)[N:7]([C:11]1[CH:16]=[CH:15][CH:14]=[C:13]([C:17]([F:20])([F:19])[F:18])[CH:12]=1)[C:6]([CH:21]([NH:28][C:29]1[CH:34]=[CH:33][C:32]([C:35]([NH:37][CH2:38][CH2:39][C:40]([OH:42])=[O:41])=[O:36])=[CH:31][CH:30]=1)[CH2:22][CH2:23][CH2:24][CH2:25][CH2:26][CH3:27])=[CH:5]2. The yield is 0.970. (5) The product is [C:1]([O:5][C:6]([NH:8][C:9]([C:15]#[N:16])([CH2:26][C:27]([O:29][CH:30]1[CH:35]([CH:36]([CH3:38])[CH3:37])[CH2:34][CH2:33][CH:32]([CH3:39])[CH2:31]1)=[O:28])[C:10]([O:12][CH2:13][CH3:14])=[O:11])=[O:7])([CH3:2])([CH3:4])[CH3:3]. The yield is 0.493. The reactants are [C:1]([O:5][C:6]([NH:8][CH:9]([C:15]#[N:16])[C:10]([O:12][CH2:13][CH3:14])=[O:11])=[O:7])([CH3:4])([CH3:3])[CH3:2].C(=O)([O-])[O-].[K+].[K+].[I-].[K+].Cl[CH2:26][C:27]([O:29][CH:30]1[CH:35]([CH:36]([CH3:38])[CH3:37])[CH2:34][CH2:33][CH:32]([CH3:39])[CH2:31]1)=[O:28]. The catalyst is CC(C)=O. (6) The reactants are [NH2:1][C:2]1[C:7]([C:8]([O:10]C)=O)=[CH:6][C:5]([Br:12])=[CH:4][N:3]=1.[CH3:13][NH2:14]. The catalyst is CO. The product is [NH2:1][C:2]1[CH:7]=[CH:6][C:5]([Br:12])=[CH:4][N:3]=1.[CH3:13][NH:14][C:8]([C:7]1[CH:2]=[N:3][CH:4]=[CH:5][CH:6]=1)=[O:10]. The yield is 0.806. (7) The reactants are [Cl:1][C:2]1[CH:11]=[C:10]([O:12][CH:13]([CH3:15])[CH3:14])[C:9]([I:16])=[CH:8][C:3]=1[C:4](=[NH:7])[NH:5][OH:6].[CH2:17]([C:20]1[CH:28]=[CH:27][C:23]([C:24](O)=O)=[CH:22][CH:21]=1)[CH2:18][CH3:19].ONC(=N)C1C=CC(OC(C)C)=C(I)C=1.ClC1C=C(C=CC=1OCCC)C(O)=O. No catalyst specified. The product is [Cl:1][C:2]1[CH:11]=[C:10]([O:12][CH:13]([CH3:14])[CH3:15])[C:9]([I:16])=[CH:8][C:3]=1[C:4]1[N:7]=[C:24]([C:23]2[CH:27]=[CH:28][C:20]([CH2:17][CH2:18][CH3:19])=[CH:21][CH:22]=2)[O:6][N:5]=1. The yield is 0.200.